Predict the product of the given reaction. From a dataset of Forward reaction prediction with 1.9M reactions from USPTO patents (1976-2016). (1) Given the reactants [CH:1]([C:4]1[CH:9]=[CH:8][C:7]([C:10]([C:12]2[CH:17]=[C:16]([O:18][CH2:19][C:20]#[CH:21])[CH:15]=[CH:14][C:13]=2[N+:22]([O-])=O)=[O:11])=[CH:6][CH:5]=1)([CH3:3])[CH3:2].[OH-].[Na+], predict the reaction product. The product is: [NH2:22][C:13]1[CH:14]=[CH:15][C:16]([O:18][CH2:19][C:20]#[CH:21])=[CH:17][C:12]=1[C:10]([C:7]1[CH:6]=[CH:5][C:4]([CH:1]([CH3:3])[CH3:2])=[CH:9][CH:8]=1)=[O:11]. (2) Given the reactants [Cl:1][C:2]1[CH:7]=[CH:6][C:5]([S:8][CH:9]([C:14]2[CH:19]=[C:18]([F:20])[CH:17]=[CH:16][C:15]=2[F:21])[CH:10]([CH3:13])[CH2:11][OH:12])=[CH:4][CH:3]=1.[N:22]1[CH:27]=[CH:26]C=[CH:24][CH:23]=1.Cl[C:29](OC1C=CC([N+]([O-])=O)=CC=1)=[O:30].C(NCC)C, predict the reaction product. The product is: [CH2:27]([N:22]([CH2:23][CH3:24])[C:29](=[O:30])[O:12][CH2:11][CH:10]([CH3:13])[CH:9]([S:8][C:5]1[CH:4]=[CH:3][C:2]([Cl:1])=[CH:7][CH:6]=1)[C:14]1[CH:19]=[C:18]([F:20])[CH:17]=[CH:16][C:15]=1[F:21])[CH3:26]. (3) Given the reactants [I-].[Cl:2][C:3]1[CH:42]=[N:41][CH:40]=[C:39]([Cl:43])[C:4]=1[C:5]([NH:7][C:8]1[CH:13]=[CH:12][C:11]([CH2:14][C@H:15]([NH:21][C:22]2[C:25]3([CH2:30][CH2:29][CH2:28][CH2:27][CH2:26]3)[C:24](=[O:31])[C:23]=2[C:32]2[CH2:33][N:34]([CH3:38])[CH:35]=[CH:36][CH:37]=2)[C:16]([O:18][CH2:19][CH3:20])=[O:17])=[CH:10][CH:9]=1)=[O:6].[H][H], predict the reaction product. The product is: [Cl:43][C:39]1[CH:40]=[N:41][CH:42]=[C:3]([Cl:2])[C:4]=1[C:5]([NH:7][C:8]1[CH:13]=[CH:12][C:11]([CH2:14][C@H:15]([NH:21][C:22]2[C:25]3([CH2:26][CH2:27][CH2:28][CH2:29][CH2:30]3)[C:24](=[O:31])[C:23]=2[CH:32]2[CH2:37][CH2:36][CH2:35][N:34]([CH3:38])[CH2:33]2)[C:16]([O:18][CH2:19][CH3:20])=[O:17])=[CH:10][CH:9]=1)=[O:6].